Dataset: NCI-60 drug combinations with 297,098 pairs across 59 cell lines. Task: Regression. Given two drug SMILES strings and cell line genomic features, predict the synergy score measuring deviation from expected non-interaction effect. Drug 1: C1C(C(OC1N2C=C(C(=O)NC2=O)F)CO)O. Drug 2: C1CN1C2=NC(=NC(=N2)N3CC3)N4CC4. Cell line: NCI-H322M. Synergy scores: CSS=5.26, Synergy_ZIP=-2.04, Synergy_Bliss=-2.27, Synergy_Loewe=-8.41, Synergy_HSA=-4.41.